From a dataset of Forward reaction prediction with 1.9M reactions from USPTO patents (1976-2016). Predict the product of the given reaction. (1) Given the reactants C(N(CC)CC)C.[NH2:8][C:9]1[N:17]=[C:16]([F:18])[CH:15]=[CH:14][C:10]=1[C:11]([OH:13])=O.Cl.[F:20][C:21]1[CH:26]=[CH:25][CH:24]=[CH:23][C:22]=1[O:27][C:28]1[CH:35]=[CH:34][C:31]([CH2:32][NH2:33])=[CH:30][CH:29]=1.CN([P+](ON1N=NC2C=CC=CC1=2)(N(C)C)N(C)C)C.F[P-](F)(F)(F)(F)F, predict the reaction product. The product is: [F:20][C:21]1[CH:26]=[CH:25][CH:24]=[CH:23][C:22]=1[O:27][C:28]1[CH:35]=[CH:34][C:31]([CH2:32][NH:33][C:11](=[O:13])[C:10]2[CH:14]=[CH:15][C:16]([F:18])=[N:17][C:9]=2[NH2:8])=[CH:30][CH:29]=1. (2) Given the reactants [Br:1][C:2]1[CH:7]=[CH:6][CH:5]=[C:4]([N+:8]([O-:10])=[O:9])[C:3]=1[OH:11].[CH2:12](Br)[C:13]1[CH:18]=[CH:17][CH:16]=[CH:15][CH:14]=1.C(=O)([O-])[O-].[K+].[K+], predict the reaction product. The product is: [Br:1][C:2]1[CH:7]=[CH:6][CH:5]=[C:4]([N+:8]([O-:10])=[O:9])[C:3]=1[O:11][CH2:12][C:13]1[CH:18]=[CH:17][CH:16]=[CH:15][CH:14]=1. (3) Given the reactants [F:1][C:2]([F:32])([F:31])[C:3]1[CH:26]=[C:25]([C:27]([F:30])([F:29])[F:28])[CH:24]=[CH:23][C:4]=1[CH2:5][N:6]1[CH2:11][CH2:10][CH:9](/[CH:12]=[C:13]2/[C:14]([NH:19][CH2:20][C:21]#[CH:22])=[N:15][C:16](=[O:18])[S:17]/2)[CH2:8][CH2:7]1.[ClH:33], predict the reaction product. The product is: [ClH:33].[F:32][C:2]([F:1])([F:31])[C:3]1[CH:26]=[C:25]([C:27]([F:29])([F:30])[F:28])[CH:24]=[CH:23][C:4]=1[CH2:5][N:6]1[CH2:7][CH2:8][CH:9](/[CH:12]=[C:13]2/[C:14]([NH:19][CH2:20][C:21]#[CH:22])=[N:15][C:16](=[O:18])[S:17]/2)[CH2:10][CH2:11]1. (4) The product is: [C:27]([O:26][C:24]([N:21]1[CH2:22][CH2:23][C:18]([OH:17])([C:2]2[CH:3]=[N:4][CH:5]=[C:6]([C:8]([F:11])([F:10])[F:9])[CH:7]=2)[CH2:19][CH2:20]1)=[O:25])([CH3:30])([CH3:28])[CH3:29]. Given the reactants Br[C:2]1[CH:3]=[N:4][CH:5]=[C:6]([C:8]([F:11])([F:10])[F:9])[CH:7]=1.C([Li])CCC.[O:17]=[C:18]1[CH2:23][CH2:22][N:21]([C:24]([O:26][C:27]([CH3:30])([CH3:29])[CH3:28])=[O:25])[CH2:20][CH2:19]1, predict the reaction product. (5) Given the reactants [Br:1][C:2]1[CH:7]=[CH:6][C:5]([NH:8][C:9]([C:11]2[N:12]([CH2:18][O:19][CH2:20][CH2:21][Si:22]([CH3:25])([CH3:24])[CH3:23])[CH:13]=[C:14]([C:16]#[N:17])[N:15]=2)=[O:10])=[C:4]([C:26]2[CH2:31][CH2:30][CH2:29][CH2:28][CH:27]=2)[CH:3]=1.C([Mg]Cl)(C)C.C([Li])CCC.[CH3:42][C:43]([CH3:45])=[O:44].[NH4+].[Cl-], predict the reaction product. The product is: [Br:1][C:2]1[CH:7]=[CH:6][C:5]([NH:8][C:9]([C:11]2[N:12]([CH2:18][O:19][CH2:20][CH2:21][Si:22]([CH3:24])([CH3:25])[CH3:23])[C:13]([C:43]([OH:44])([CH3:45])[CH3:42])=[C:14]([C:16]#[N:17])[N:15]=2)=[O:10])=[C:4]([C:26]2[CH2:31][CH2:30][CH2:29][CH2:28][CH:27]=2)[CH:3]=1. (6) Given the reactants Br[C:2]1[N:3]=[CH:4][C:5]([NH2:9])=[N:6][C:7]=1Cl.[F:10][C:11]1[CH:16]=[CH:15][C:14](B(O)O)=[CH:13][CH:12]=1.[O-]P([O-])([O-])=O.[K+].[K+].[K+], predict the reaction product. The product is: [F:10][C:11]1[CH:16]=[CH:15][C:14]([C:2]2[N:3]=[CH:4][C:5]([NH2:9])=[N:6][C:7]=2[C:14]2[CH:15]=[CH:16][C:11]([F:10])=[CH:12][CH:13]=2)=[CH:13][CH:12]=1.